From a dataset of Forward reaction prediction with 1.9M reactions from USPTO patents (1976-2016). Predict the product of the given reaction. (1) Given the reactants C(C1[C:10]([OH:11])=[C:9](C(C)(C)C)C=C(C)C=1)(C)(C)C.CC1C(=CC(=CC=1)N=C=O)[N:20]=[C:21]=[O:22].[C:30]([O-:43])(=[O:42])[CH2:31][CH2:32]CCCCCCCCC.[C:30]([O-:43])(=[O:42])[CH2:31][CH2:32]CCCCCCCCC.C([Sn+2]CCCC)CCC.C(OCCO)(=O)C=C.CCCCO[C@H](CO)CC, predict the reaction product. The product is: [C:30]([OH:43])(=[O:42])[CH:31]=[CH2:32].[NH2:20][C:21]([O:11][CH2:10][CH3:9])=[O:22]. (2) Given the reactants [I-].[C:2]([CH2:4][P+](C)(C)C)#[N:3].[CH:9]1[NH:15][C:14]2[N:16]([C@@H:19]3[O:23][C@H:22]([CH2:24][OH:25])[C@@H:21]([OH:26])[C@H:20]3[OH:27])[CH:17]=[N:18][C:13]=2[C:11](=[S:12])[N:10]=1.CC[N:30]([CH:34](C)C)[CH:31]([CH3:33])C.CN(C=O)C.[C:42](#N)[CH2:43][CH3:44], predict the reaction product. The product is: [N:30]1[C:31]2[CH:33]=[CH:42][C:43]([CH2:44][S:12][C:11]3[N:10]=[CH:9][N:15]=[C:14]4[C:13]=3[N:18]=[CH:17][N:16]4[C@@H:19]3[O:23][C@H:22]([CH2:24][OH:25])[C@@H:21]([OH:26])[C@H:20]3[OH:27])=[CH:4][C:2]=2[NH:3][CH:34]=1.